This data is from Reaction yield outcomes from USPTO patents with 853,638 reactions. The task is: Predict the reaction yield, written as a fraction of the theoretical maximum amount of product (1.0 means a 100% yield; for example, 0.34 means a 34% yield). The product is [CH2:1]([O:5][C:6]1[CH:10]=[C:9](/[CH:11]=[CH:12]/[C:13]([OH:15])=[O:14])[N:8]([CH2:18][C:19]2[CH:24]=[CH:23][C:22]([C:25]([F:28])([F:27])[F:26])=[CH:21][CH:20]=2)[N:7]=1)[CH2:2][CH2:3][CH3:4]. The reactants are [CH2:1]([O:5][C:6]1[CH:10]=[C:9](/[CH:11]=[CH:12]/[C:13]([O:15]CC)=[O:14])[N:8]([CH2:18][C:19]2[CH:24]=[CH:23][C:22]([C:25]([F:28])([F:27])[F:26])=[CH:21][CH:20]=2)[N:7]=1)[CH2:2][CH2:3][CH3:4].[OH-].[Na+].O1CCCC1. The catalyst is C(O)C. The yield is 0.820.